This data is from Forward reaction prediction with 1.9M reactions from USPTO patents (1976-2016). The task is: Predict the product of the given reaction. (1) Given the reactants C[Si](C)(C)[O-].[K+].[F:7][CH:8]([F:43])[O:9][C:10]1[CH:15]=[CH:14][C:13]([NH:16][C:17]2[O:21][C:20]([C:22]([NH:24][C:25]3[CH:26]=[CH:27][C:28]([O:31][CH:32]4[CH2:37][CH2:36][CH:35]([C:38]([O:40]CC)=[O:39])[CH2:34][CH2:33]4)=[N:29][CH:30]=3)=[O:23])=[N:19][N:18]=2)=[CH:12][CH:11]=1, predict the reaction product. The product is: [F:43][CH:8]([F:7])[O:9][C:10]1[CH:11]=[CH:12][C:13]([NH:16][C:17]2[O:21][C:20]([C:22]([NH:24][C:25]3[CH:26]=[CH:27][C:28]([O:31][CH:32]4[CH2:33][CH2:34][CH:35]([C:38]([OH:40])=[O:39])[CH2:36][CH2:37]4)=[N:29][CH:30]=3)=[O:23])=[N:19][N:18]=2)=[CH:14][CH:15]=1. (2) Given the reactants [CH2:1]([C:3]([C:21]1[S:25][C:24]([C:26](O)=[O:27])=[C:23]([CH3:29])[CH:22]=1)([C:6]1[CH:11]=[CH:10][C:9]([CH2:12][CH2:13][CH:14]([OH:19])[C:15]([CH3:18])([CH3:17])[CH3:16])=[C:8]([CH3:20])[CH:7]=1)[CH2:4][CH3:5])[CH3:2].Cl.[CH3:31][O:32][C:33](=[O:36])[CH2:34][NH2:35].CCN=C=NCCCN(C)C.Cl.C(N(CC)CC)C, predict the reaction product. The product is: [CH3:31][O:32][C:33](=[O:36])[CH3:34].[CH2:1]([C:3]([C:21]1[S:25][C:24]([C:26]([NH2:35])=[O:27])=[C:23]([CH3:29])[CH:22]=1)([C:6]1[CH:11]=[CH:10][C:9]([CH2:12][CH2:13][CH:14]([OH:19])[C:15]([CH3:18])([CH3:17])[CH3:16])=[C:8]([CH3:20])[CH:7]=1)[CH2:4][CH3:5])[CH3:2]. (3) Given the reactants [Cl:1][C:2]1[CH:3]=[CH:4][C:5]([O:35][CH3:36])=[C:6]([CH:34]=1)[CH2:7][CH:8]1[C:14](=[O:15])[N:13]([C:16]([NH:18][CH:19]([CH2:31][CH3:32])[C:20]([NH:22]CC(OC(C)(C)C)=O)=[O:21])=[O:17])[CH2:12][C:11](=[O:33])[NH:10][CH2:9]1.Cl.C(OC(=O)CN)(C)(C)C.N[C:48]1[CH:60]=[CH:59][C:51]([C:52]([O:54]C(C)(C)C)=[O:53])=[C:50]([OH:61])[CH:49]=1, predict the reaction product. The product is: [Cl:1][C:2]1[CH:3]=[CH:4][C:5]([O:35][CH3:36])=[C:6]([CH:34]=1)[CH2:7][CH:8]1[C:14](=[O:15])[N:13]([C:16]([NH:18][C@H:19]([CH2:31][CH3:32])[C:20]([NH:22][C:60]2[CH:48]=[CH:49][C:50]([OH:61])=[C:51]([CH:59]=2)[C:52]([OH:54])=[O:53])=[O:21])=[O:17])[CH2:12][C:11](=[O:33])[NH:10][CH2:9]1. (4) Given the reactants Cl[C:2]1[CH:7]=[C:6]([Cl:8])[N:5]=[CH:4][N:3]=1.[Br:9][C:10]1[CH:11]=[C:12]([CH:14]=[CH:15][CH:16]=1)[NH2:13].C(N(CC)C(C)C)(C)C.C(OCC)C, predict the reaction product. The product is: [Cl:8][C:6]1[N:5]=[CH:4][N:3]=[C:2]([NH:13][C:12]2[CH:14]=[CH:15][CH:16]=[C:10]([Br:9])[CH:11]=2)[CH:7]=1. (5) The product is: [CH:1]([N:4]1[C:8]([C:9]2[N:18]=[C:17]3[C:16]4[CH:19]=[CH:20][C:21]([CH:23]5[CH2:24][CH2:25][N:26]([CH2:29][CH2:30][OH:31])[CH2:27][CH2:28]5)=[CH:22][C:15]=4[O:14][CH2:13][CH2:12][N:11]3[CH:10]=2)=[N:7][CH:6]=[N:5]1)([CH3:3])[CH3:2]. Given the reactants [CH:1]([N:4]1[C:8]([C:9]2[N:18]=[C:17]3[N:11]([CH2:12][CH2:13][O:14][C:15]4[CH:22]=[C:21]([CH:23]5[CH2:28][CH2:27][N:26]([CH2:29][CH2:30][O:31]C6CCCCO6)[CH2:25][CH2:24]5)[CH:20]=[CH:19][C:16]=43)[CH:10]=2)=[N:7][CH:6]=[N:5]1)([CH3:3])[CH3:2].Cl, predict the reaction product.